Dataset: Reaction yield outcomes from USPTO patents with 853,638 reactions. Task: Predict the reaction yield, written as a fraction of the theoretical maximum amount of product (1.0 means a 100% yield; for example, 0.34 means a 34% yield). The reactants are [CH2:1]([C@@:5]1([CH2:43][CH3:44])[NH:11][C@H:10]([C:12]2[CH:17]=[CH:16][CH:15]=[CH:14][CH:13]=2)[C:9]2[CH:18]=[C:19]([O:39][CH3:40])[C:20]([CH2:22][NH:23][C@H:24]([C:35]([O:37]C)=[O:36])[CH2:25][S:26][S:27][CH2:28][C@H:29]([NH2:34])[C:30]([O:32]C)=[O:31])=[CH:21][C:8]=2[S:7](=[O:42])(=[O:41])[CH2:6]1)[CH2:2][CH2:3][CH3:4].[Li+].[OH-].Cl. The catalyst is C1COCC1. The product is [CH2:1]([C@@:5]1([CH2:43][CH3:44])[NH:11][C@H:10]([C:12]2[CH:13]=[CH:14][CH:15]=[CH:16][CH:17]=2)[C:9]2[CH:18]=[C:19]([O:39][CH3:40])[C:20]([CH2:22][NH:23][C@H:24]([C:35]([OH:37])=[O:36])[CH2:25][S:26][S:27][CH2:28][C@H:29]([NH2:34])[C:30]([OH:32])=[O:31])=[CH:21][C:8]=2[S:7](=[O:41])(=[O:42])[CH2:6]1)[CH2:2][CH2:3][CH3:4]. The yield is 0.128.